From a dataset of Reaction yield outcomes from USPTO patents with 853,638 reactions. Predict the reaction yield, written as a fraction of the theoretical maximum amount of product (1.0 means a 100% yield; for example, 0.34 means a 34% yield). (1) The reactants are [C:1]([OH:12])(=[O:11])[C:2]1[CH:10]=[C:8]([OH:9])[C:6]([OH:7])=[C:4]([OH:5])[CH:3]=1.C([O-])([O-])=O.[K+].[K+].[CH:19]1[CH:24]=[CH:23][C:22]([CH2:25]Br)=[CH:21][CH:20]=1.O. The catalyst is CN(C=O)C.CCOC(C)=O. The product is [CH2:25]([O:5][C:4]1[CH:3]=[C:2]([CH:10]=[C:8]([O:9][CH2:1][C:2]2[CH:10]=[CH:8][CH:6]=[CH:4][CH:3]=2)[C:6]=1[O:7][CH2:25][C:22]1[CH:23]=[CH:24][CH:19]=[CH:20][CH:21]=1)[C:1]([OH:12])=[O:11])[C:22]1[CH:23]=[CH:24][CH:19]=[CH:20][CH:21]=1. The yield is 0.850. (2) The reactants are [NH:1]1[C:5]2[CH:6]=[CH:7][C:8]([C:10]([OH:12])=O)=[CH:9][C:4]=2[N:3]=[CH:2]1.[CH3:13][O:14][C:15]1[CH:35]=[CH:34][C:18]([O:19][C:20]2[CH:33]=[CH:32][C:23]3[C@@H:24]4[C@H:29]([CH2:30][CH2:31][C:22]=3[CH:21]=2)[NH:28][CH2:27][CH2:26][CH2:25]4)=[CH:17][CH:16]=1. No catalyst specified. The product is [NH:1]1[C:5]2[CH:6]=[CH:7][C:8]([C:10]([N:28]3[C@@H:29]4[C@@H:24]([C:23]5[CH:32]=[CH:33][C:20]([O:19][C:18]6[CH:17]=[CH:16][C:15]([O:14][CH3:13])=[CH:35][CH:34]=6)=[CH:21][C:22]=5[CH2:31][CH2:30]4)[CH2:25][CH2:26][CH2:27]3)=[O:12])=[CH:9][C:4]=2[N:3]=[CH:2]1. The yield is 0.720. (3) The reactants are [F:1][C:2]([F:34])([F:33])[CH:3]([C:24]1[CH:29]=[C:28]([Cl:30])[C:27]([Cl:31])=[C:26]([Cl:32])[CH:25]=1)/[CH:4]=[CH:5]/[C:6]1[CH:11]=[CH:10][C:9]([NH:12][N:13]2C(=O)C3C(=CC=CC=3)C2=O)=[CH:8][CH:7]=1.O.NN. The catalyst is CCO. The product is [F:34][C:2]([F:1])([F:33])[CH:3]([C:24]1[CH:25]=[C:26]([Cl:32])[C:27]([Cl:31])=[C:28]([Cl:30])[CH:29]=1)/[CH:4]=[CH:5]/[C:6]1[CH:11]=[CH:10][C:9]([NH:12][NH2:13])=[CH:8][CH:7]=1. The yield is 0.660. (4) The catalyst is C1COCC1. The product is [C:1]([N:4]1[CH2:18][CH2:17][CH2:16][C:5]21[C:8](=[O:9])[N:7]([CH2:10][C:11]([OH:13])=[O:12])[CH2:6]2)(=[O:3])[CH3:2]. The yield is 0.510. The reactants are [C:1]([N:4]1[CH2:18][CH2:17][CH2:16][C:5]21[C:8](=[O:9])[N:7]([CH2:10][C:11]([O:13]CC)=[O:12])[CH2:6]2)(=[O:3])[CH3:2].O.O[Li].O. (5) The reactants are C([O:8][C:9]1[CH:14]=[CH:13][C:12]([C:15]2[CH:20]=[CH:19][C:18]([C:21]3[CH:26]=[CH:25][C:24]([O:27][CH:28]([CH3:32])[C:29](=[O:31])[CH3:30])=[CH:23][CH:22]=3)=[C:17]([F:33])[CH:16]=2)=[CH:11][CH:10]=1)C1C=CC=CC=1.C1(C)C=CC=CC=1. The catalyst is [Pd].C(O)(C)C. The product is [F:33][C:17]1[CH:16]=[C:15]([C:12]2[CH:11]=[CH:10][C:9]([OH:8])=[CH:14][CH:13]=2)[CH:20]=[CH:19][C:18]=1[C:21]1[CH:26]=[CH:25][C:24]([O:27][CH:28]([CH3:32])[C:29](=[O:31])[CH3:30])=[CH:23][CH:22]=1. The yield is 0.918.